This data is from NCI-60 drug combinations with 297,098 pairs across 59 cell lines. The task is: Regression. Given two drug SMILES strings and cell line genomic features, predict the synergy score measuring deviation from expected non-interaction effect. (1) Drug 1: CC12CCC3C(C1CCC2=O)CC(=C)C4=CC(=O)C=CC34C. Drug 2: C1CN(P(=O)(OC1)NCCCl)CCCl. Cell line: OVCAR-4. Synergy scores: CSS=6.47, Synergy_ZIP=1.61, Synergy_Bliss=0.604, Synergy_Loewe=-7.95, Synergy_HSA=0.500. (2) Cell line: SN12C. Synergy scores: CSS=25.3, Synergy_ZIP=-8.54, Synergy_Bliss=-6.53, Synergy_Loewe=-14.5, Synergy_HSA=-2.55. Drug 2: CS(=O)(=O)OCCCCOS(=O)(=O)C. Drug 1: C1=NC2=C(N1)C(=S)N=CN2. (3) Drug 1: C1CCC(CC1)NC(=O)N(CCCl)N=O. Drug 2: CCCCC(=O)OCC(=O)C1(CC(C2=C(C1)C(=C3C(=C2O)C(=O)C4=C(C3=O)C=CC=C4OC)O)OC5CC(C(C(O5)C)O)NC(=O)C(F)(F)F)O. Cell line: HOP-62. Synergy scores: CSS=10.5, Synergy_ZIP=-3.27, Synergy_Bliss=-1.60, Synergy_Loewe=-3.88, Synergy_HSA=-3.88. (4) Drug 1: C1CCC(C(C1)N)N.C(=O)(C(=O)[O-])[O-].[Pt+4]. Drug 2: C(CCl)NC(=O)N(CCCl)N=O. Cell line: SK-MEL-2. Synergy scores: CSS=30.1, Synergy_ZIP=-5.01, Synergy_Bliss=-0.469, Synergy_Loewe=-8.42, Synergy_HSA=4.13. (5) Drug 1: CCC1=C2CN3C(=CC4=C(C3=O)COC(=O)C4(CC)O)C2=NC5=C1C=C(C=C5)O. Drug 2: C(CCl)NC(=O)N(CCCl)N=O. Cell line: SF-295. Synergy scores: CSS=47.9, Synergy_ZIP=1.36, Synergy_Bliss=3.75, Synergy_Loewe=-11.8, Synergy_HSA=1.98. (6) Drug 1: C1CC(=O)NC(=O)C1N2CC3=C(C2=O)C=CC=C3N. Drug 2: CC1CCC2CC(C(=CC=CC=CC(CC(C(=O)C(C(C(=CC(C(=O)CC(OC(=O)C3CCCCN3C(=O)C(=O)C1(O2)O)C(C)CC4CCC(C(C4)OC)O)C)C)O)OC)C)C)C)OC. Cell line: OVCAR-5. Synergy scores: CSS=17.2, Synergy_ZIP=-4.29, Synergy_Bliss=-0.998, Synergy_Loewe=-3.19, Synergy_HSA=1.73. (7) Drug 1: CCCS(=O)(=O)NC1=C(C(=C(C=C1)F)C(=O)C2=CNC3=C2C=C(C=N3)C4=CC=C(C=C4)Cl)F. Drug 2: CN(CC1=CN=C2C(=N1)C(=NC(=N2)N)N)C3=CC=C(C=C3)C(=O)NC(CCC(=O)O)C(=O)O. Cell line: PC-3. Synergy scores: CSS=47.1, Synergy_ZIP=2.95, Synergy_Bliss=1.48, Synergy_Loewe=-17.6, Synergy_HSA=0.730. (8) Drug 1: CCC1(CC2CC(C3=C(CCN(C2)C1)C4=CC=CC=C4N3)(C5=C(C=C6C(=C5)C78CCN9C7C(C=CC9)(C(C(C8N6C)(C(=O)OC)O)OC(=O)C)CC)OC)C(=O)OC)O.OS(=O)(=O)O. Drug 2: CC=C1C(=O)NC(C(=O)OC2CC(=O)NC(C(=O)NC(CSSCCC=C2)C(=O)N1)C(C)C)C(C)C. Cell line: U251. Synergy scores: CSS=47.8, Synergy_ZIP=0.386, Synergy_Bliss=-3.92, Synergy_Loewe=-44.0, Synergy_HSA=-3.65. (9) Drug 1: CC=C1C(=O)NC(C(=O)OC2CC(=O)NC(C(=O)NC(CSSCCC=C2)C(=O)N1)C(C)C)C(C)C. Drug 2: CN1C2=C(C=C(C=C2)N(CCCl)CCCl)N=C1CCCC(=O)O.Cl. Cell line: DU-145. Synergy scores: CSS=21.4, Synergy_ZIP=1.48, Synergy_Bliss=2.59, Synergy_Loewe=-52.7, Synergy_HSA=1.60. (10) Drug 1: C1=CN(C(=O)N=C1N)C2C(C(C(O2)CO)O)O.Cl. Drug 2: CC1C(C(CC(O1)OC2CC(OC(C2O)C)OC3=CC4=CC5=C(C(=O)C(C(C5)C(C(=O)C(C(C)O)O)OC)OC6CC(C(C(O6)C)O)OC7CC(C(C(O7)C)O)OC8CC(C(C(O8)C)O)(C)O)C(=C4C(=C3C)O)O)O)O. Cell line: EKVX. Synergy scores: CSS=33.1, Synergy_ZIP=-0.797, Synergy_Bliss=0.590, Synergy_Loewe=-1.05, Synergy_HSA=-0.481.